This data is from Merck oncology drug combination screen with 23,052 pairs across 39 cell lines. The task is: Regression. Given two drug SMILES strings and cell line genomic features, predict the synergy score measuring deviation from expected non-interaction effect. (1) Drug 1: COc1cc(C2c3cc4c(cc3C(OC3OC5COC(C)OC5C(O)C3O)C3COC(=O)C23)OCO4)cc(OC)c1O. Drug 2: COC1=C2CC(C)CC(OC)C(O)C(C)C=C(C)C(OC(N)=O)C(OC)C=CC=C(C)C(=O)NC(=CC1=O)C2=O. Cell line: UWB1289BRCA1. Synergy scores: synergy=3.58. (2) Drug 1: N#Cc1ccc(Cn2cncc2CN2CCN(c3cccc(Cl)c3)C(=O)C2)cc1. Drug 2: CCC1=CC2CN(C1)Cc1c([nH]c3ccccc13)C(C(=O)OC)(c1cc3c(cc1OC)N(C)C1C(O)(C(=O)OC)C(OC(C)=O)C4(CC)C=CCN5CCC31C54)C2. Cell line: NCIH23. Synergy scores: synergy=-102. (3) Drug 1: O=S1(=O)NC2(CN1CC(F)(F)F)C1CCC2Cc2cc(C=CCN3CCC(C(F)(F)F)CC3)ccc2C1. Drug 2: N.N.O=C(O)C1(C(=O)O)CCC1.[Pt]. Cell line: RKO. Synergy scores: synergy=8.60. (4) Drug 1: CN(Cc1cnc2nc(N)nc(N)c2n1)c1ccc(C(=O)NC(CCC(=O)O)C(=O)O)cc1. Drug 2: Cn1nnc2c(C(N)=O)ncn2c1=O. Cell line: KPL1. Synergy scores: synergy=-24.1. (5) Synergy scores: synergy=4.30. Drug 2: CCc1cnn2c(NCc3ccc[n+]([O-])c3)cc(N3CCCCC3CCO)nc12. Drug 1: CN(C)C(=N)N=C(N)N. Cell line: SKMES1. (6) Drug 1: O=P1(N(CCCl)CCCl)NCCCO1. Drug 2: Cn1c(=O)n(-c2ccc(C(C)(C)C#N)cc2)c2c3cc(-c4cnc5ccccc5c4)ccc3ncc21. Cell line: T47D. Synergy scores: synergy=100.